Dataset: Catalyst prediction with 721,799 reactions and 888 catalyst types from USPTO. Task: Predict which catalyst facilitates the given reaction. (1) Product: [Br:22][C:23]1[CH:28]=[CH:27][C:26]([S:29]([N:18]2[CH2:19][CH2:20][CH2:21][N:15]([C:8]([O:10][C:11]([CH3:14])([CH3:13])[CH3:12])=[O:9])[CH2:16][CH2:17]2)(=[O:31])=[O:30])=[CH:25][CH:24]=1. The catalyst class is: 91. Reactant: C(N(CC)CC)C.[C:8]([N:15]1[CH2:21][CH2:20][CH2:19][NH:18][CH2:17][CH2:16]1)([O:10][C:11]([CH3:14])([CH3:13])[CH3:12])=[O:9].[Br:22][C:23]1[CH:28]=[CH:27][C:26]([S:29](Cl)(=[O:31])=[O:30])=[CH:25][CH:24]=1. (2) The catalyst class is: 10. Product: [Cl:1][C:2]1[CH:20]=[C:19]([F:21])[C:18]([N:22]2[C:27](=[O:28])[CH:26]=[C:25]([C:29]([F:32])([F:31])[F:30])[N:24]([CH3:34])[C:23]2=[O:33])=[CH:17][C:3]=1[O:4][C:5]1[C:6]([O:11][CH2:12][C:13]([O:15][CH3:16])=[O:14])=[N:7][CH:8]=[CH:9][CH:10]=1. Reactant: [Cl:1][C:2]1[CH:20]=[C:19]([F:21])[C:18]([N:22]2[C:27](=[O:28])[CH:26]=[C:25]([C:29]([F:32])([F:31])[F:30])[NH:24][C:23]2=[O:33])=[CH:17][C:3]=1[O:4][C:5]1[C:6]([O:11][CH2:12][C:13]([O:15][CH3:16])=[O:14])=[N:7][CH:8]=[CH:9][CH:10]=1.[C:34](=O)([O-])[O-].[K+].[K+].CI. (3) Reactant: [Br:1][C:2]1[C:3](Cl)=[C:4]([CH:7]=[CH:8][CH:9]=1)[C:5]#[N:6].C(=O)(O)[O-].[Na+].[ClH:16].[NH2:17][OH:18]. Product: [Br:1][C:2]1[C:3]([Cl:16])=[C:4]([C:5](=[NH:6])[NH:17][OH:18])[CH:7]=[CH:8][CH:9]=1. The catalyst class is: 8. (4) Reactant: C1(C)C=CC(S([O-])(=O)=O)=CC=1.[NH+]1C=CC=CC=1.[C:18]([O:21][CH:22]1[C:23]([O:65]C(OCC)C)([CH3:64])[CH2:24][CH2:25][CH:26]([O:58]C(OCC)C)[CH2:27][C:28]([O:30][CH:31](/[C:36](/[CH3:57])=[CH:37]/[CH:38]=[CH:39]/[CH:40]([CH3:56])[CH2:41][CH:42]2[O:55][CH:43]2[CH:44]([CH3:54])[CH:45]([O:48]C(OCC)C)[CH2:46][CH3:47])[CH:32]([CH3:35])[CH:33]=[CH:34]1)=[O:29])(=[O:20])[NH2:19]. Product: [C:18]([O:21][CH:22]1[C:23]([OH:65])([CH3:64])[CH2:24][CH2:25][CH:26]([OH:58])[CH2:27][C:28]([O:30][CH:31](/[C:36](/[CH3:57])=[CH:37]/[CH:38]=[CH:39]/[CH:40]([CH3:56])[CH2:41][CH:42]2[O:55][CH:43]2[CH:44]([CH3:54])[CH:45]([OH:48])[CH2:46][CH3:47])[CH:32]([CH3:35])[CH:33]=[CH:34]1)=[O:29])(=[O:20])[NH2:19]. The catalyst class is: 5. (5) Reactant: [CH3:1][O:2][C:3]1[CH:12]=[CH:11][C:10]2[C:5](=[CH:6][CH:7]=[C:8]([CH:13]([CH3:17])[CH2:14][CH2:15][CH3:16])[CH:9]=2)[CH:4]=1.C([Li])CCC.[CH3:23][S:24]SC. The catalyst class is: 1. Product: [CH3:1][O:2][C:3]1[C:12]([S:24][CH3:23])=[CH:11][C:10]2[C:5](=[CH:6][CH:7]=[C:8]([CH:13]([CH3:17])[CH2:14][CH2:15][CH3:16])[CH:9]=2)[CH:4]=1. (6) Reactant: [Mg].Br[C:3]1[CH:8]=[CH:7][C:6]([C:9]2[CH:14]=[CH:13][C:12]([N:15]([CH3:17])[CH3:16])=[CH:11][C:10]=2[CH:18]=[CH2:19])=[CH:5][CH:4]=1.[O:20]=[C:21]1[CH2:25][N:24]([C:26]([O:28][CH2:29][CH2:30][Si:31]([CH3:34])([CH3:33])[CH3:32])=[O:27])[C@H:23]([C:35]([O:37][CH3:38])=[O:36])[CH2:22]1. Product: [CH3:16][N:15]([CH3:17])[C:12]1[CH:13]=[CH:14][C:9]([C:6]2[CH:7]=[CH:8][C:3]([C@@:21]3([OH:20])[CH2:25][N:24]([C:26]([O:28][CH2:29][CH2:30][Si:31]([CH3:34])([CH3:32])[CH3:33])=[O:27])[C@H:23]([C:35]([O:37][CH3:38])=[O:36])[CH2:22]3)=[CH:4][CH:5]=2)=[C:10]([CH:18]=[CH2:19])[CH:11]=1. The catalyst class is: 76. (7) Reactant: [Br:1][C:2]1[CH:7]=[CH:6][C:5](I)=[CH:4][N:3]=1.[C:9]([Si:11]([CH3:14])([CH3:13])[CH3:12])#[CH:10].C(N(CC)CC)C. Product: [Br:1][C:2]1[CH:7]=[CH:6][C:5]([C:10]#[C:9][Si:11]([CH3:14])([CH3:13])[CH3:12])=[CH:4][N:3]=1. The catalyst class is: 540.